From a dataset of CYP2C9 inhibition data for predicting drug metabolism from PubChem BioAssay. Regression/Classification. Given a drug SMILES string, predict its absorption, distribution, metabolism, or excretion properties. Task type varies by dataset: regression for continuous measurements (e.g., permeability, clearance, half-life) or binary classification for categorical outcomes (e.g., BBB penetration, CYP inhibition). Dataset: cyp2c9_veith. (1) The result is 1 (inhibitor). The drug is O=C1CC(c2cccc(F)c2)SC(N(c2ccccc2)c2ccccc2)=N1. (2) The compound is C[C@@H](CC(=O)O)[C@@H](N)C(=O)O. The result is 0 (non-inhibitor). (3) The result is 0 (non-inhibitor). The molecule is Cc1ccc(C(=O)NN2CCOCC2)cc1.